Dataset: Forward reaction prediction with 1.9M reactions from USPTO patents (1976-2016). Task: Predict the product of the given reaction. The product is: [Br:1][C:2]1[CH:7]=[CH:6][C:5]([O:8][CH:19]([CH3:21])[CH3:20])=[CH:4][C:3]=1[C:9]([F:10])([F:11])[F:12]. Given the reactants [Br:1][C:2]1[CH:7]=[CH:6][C:5]([OH:8])=[CH:4][C:3]=1[C:9]([F:12])([F:11])[F:10].C(=O)([O-])[O-].[K+].[K+].[CH:19](I)([CH3:21])[CH3:20], predict the reaction product.